Dataset: Full USPTO retrosynthesis dataset with 1.9M reactions from patents (1976-2016). Task: Predict the reactants needed to synthesize the given product. (1) Given the product [CH2:1]([Cl:12])[C:2]1[CH:10]=[CH:9][C:8]2[O:7][CH2:6][O:5][C:4]=2[CH:3]=1, predict the reactants needed to synthesize it. The reactants are: [CH2:1](O)[C:2]1[CH:10]=[CH:9][C:8]2[O:7][CH2:6][O:5][C:4]=2[CH:3]=1.[ClH:12]. (2) Given the product [CH2:19]([O:26][C:27]([C:29]1[O:30][C:31]([CH:34]=[CH:7][C:6]([O:5][C:1]([CH3:2])([CH3:3])[CH3:4])=[O:16])=[CH:32][CH:33]=1)=[O:28])[C:20]1[CH:21]=[CH:22][CH:23]=[CH:24][CH:25]=1, predict the reactants needed to synthesize it. The reactants are: [C:1]([O:5][C:6](=[O:16])[CH2:7]P(OCC)(OCC)=O)([CH3:4])([CH3:3])[CH3:2].[H-].[Na+].[CH2:19]([O:26][C:27]([C:29]1[O:30][C:31]([CH:34]=O)=[CH:32][CH:33]=1)=[O:28])[C:20]1[CH:25]=[CH:24][CH:23]=[CH:22][CH:21]=1. (3) The reactants are: Br[C@@H:2]1[CH2:11][C@@H:10]2[C@:5]([CH3:14])([CH2:6][CH2:7][CH2:8][C:9]2([CH3:13])[CH3:12])[C@@H:4]([CH2:15][C:16]([N:18]([C:20]2[CH:25]=[C:24]([OH:26])[CH:23]=[C:22]([OH:27])[CH:21]=2)[CH3:19])=[O:17])[C@H:3]1[CH3:28].C1CCN2C(=NCCC2)CC1. Given the product [CH3:28][C:3]1[C@H:4]([CH2:15][C:16]([N:18]([C:20]2[CH:25]=[C:24]([OH:26])[CH:23]=[C:22]([OH:27])[CH:21]=2)[CH3:19])=[O:17])[C@:5]2([CH3:14])[C@@H:10]([CH2:11][CH:2]=1)[C:9]([CH3:12])([CH3:13])[CH2:8][CH2:7][CH2:6]2, predict the reactants needed to synthesize it.